This data is from Catalyst prediction with 721,799 reactions and 888 catalyst types from USPTO. The task is: Predict which catalyst facilitates the given reaction. (1) Product: [N:11]1([CH2:14][C:15]2[N:20]=[CH:19][C:18]([NH:21][C:22]([C:24]3[CH:25]=[CH:26][C:27]([C:34]4[C:39]([Cl:40])=[C:38]([O:41][CH3:42])[CH:37]=[C:36]([O:43][CH3:44])[C:35]=4[Cl:45])=[C:28]4[C:33]=3[N:32]=[CH:31][CH:30]=[CH:29]4)=[O:23])=[CH:17][CH:16]=2)[CH2:12][CH2:13][NH:8][CH2:9][CH2:10]1. Reactant: COC1C=CC(C[N:8]2[CH2:13][CH2:12][N:11]([CH2:14][C:15]3[N:20]=[CH:19][C:18]([NH:21][C:22]([C:24]4[CH:25]=[CH:26][C:27]([C:34]5[C:39]([Cl:40])=[C:38]([O:41][CH3:42])[CH:37]=[C:36]([O:43][CH3:44])[C:35]=5[Cl:45])=[C:28]5[C:33]=4[N:32]=[CH:31][CH:30]=[CH:29]5)=[O:23])=[CH:17][CH:16]=3)[CH2:10][CH2:9]2)=CC=1. The catalyst class is: 61. (2) Product: [Br:24][C:25]1[CH:26]=[C:27]([O:32][CH3:33])[CH:28]=[C:29]([CH2:31][Br:7])[CH:30]=1. Reactant: CC1(C)N([Br:7])C(=O)N(Br)C1=O.N(C(C)(C)C#N)=NC(C)(C)C#N.[Br:24][C:25]1[CH:30]=[C:29]([CH3:31])[CH:28]=[C:27]([O:32][CH3:33])[CH:26]=1.S([O-])([O-])(=O)=S.[Na+].[Na+]. The catalyst class is: 159. (3) Reactant: [C:1]([N:11]1[CH2:15][CH2:14][CH:13]([C:16]([OH:18])=[O:17])[CH2:12]1)([O:3][CH2:4][C:5]1[CH:10]=[CH:9][CH:8]=[CH:7][CH:6]=1)=[O:2].IC.[C:21](=O)([O-])O.[K+]. Product: [CH3:21][O:17][C:16]([CH:13]1[CH2:14][CH2:15][N:11]([C:1]([O:3][CH2:4][C:5]2[CH:10]=[CH:9][CH:8]=[CH:7][CH:6]=2)=[O:2])[CH2:12]1)=[O:18]. The catalyst class is: 3. (4) Reactant: [C:1]([O:5][C:6](=[O:20])[NH:7][CH2:8][CH2:9][CH2:10][CH2:11][CH2:12][NH:13][C:14]([N:16]=[C:17](N)[CH3:18])=[S:15])([CH3:4])([CH3:3])[CH3:2].[CH3:21][C:22]1[CH:31]=[CH:30][CH:29]=[CH:28][C:23]=1[C:24](=[O:27])[CH2:25]Br.CCN(CC)CC. Product: [C:1]([O:5][C:6](=[O:20])[NH:7][CH2:8][CH2:9][CH2:10][CH2:11][CH2:12][NH:13][C:14]1[S:15][C:25]([C:24](=[O:27])[C:23]2[CH:28]=[CH:29][CH:30]=[CH:31][C:22]=2[CH3:21])=[C:17]([CH3:18])[N:16]=1)([CH3:4])([CH3:2])[CH3:3]. The catalyst class is: 8. (5) Reactant: CN(C)C=O.[Cl:6][C:7]1[CH:8]=[CH:9][C:10]([N:40]2[CH:44]=[N:43][N:42]=[N:41]2)=[C:11]([C:13]2[CH:21]=[C:20]3[N:16]([C@H:17]([C:22]4[NH:23][C:24]([C:27]5[CH:28]=[C:29]([C:32]([O:34][C:35]([CH3:38])([CH3:37])[CH3:36])=[O:33])[S:30][CH:31]=5)=[CH:25][N:26]=4)[CH2:18][CH2:19]3)[C:15](=[O:39])[CH:14]=2)[CH:12]=1.C(=O)([O-])[O-].[Na+].[Na+].[B-](F)(F)(F)[F:52].[B-](F)(F)(F)F.C1[N+]2(O)CC[N+](F)(CC2)C1. Product: [Cl:6][C:7]1[CH:8]=[CH:9][C:10]([N:40]2[CH:44]=[N:43][N:42]=[N:41]2)=[C:11]([C:13]2[CH:21]=[C:20]3[N:16]([C@H:17]([C:22]4[NH:23][C:24]([C:27]5[CH:28]=[C:29]([C:32]([O:34][C:35]([CH3:36])([CH3:37])[CH3:38])=[O:33])[S:30][CH:31]=5)=[C:25]([F:52])[N:26]=4)[CH2:18][CH2:19]3)[C:15](=[O:39])[CH:14]=2)[CH:12]=1. The catalyst class is: 6. (6) Reactant: [NH2:1][C:2]1[N:7]=[C:6](S(C)=O)[C:5]([C:11]2[CH:12]=[CH:13][C:14](=[O:20])[N:15]([CH:17]([CH3:19])[CH3:18])[N:16]=2)=[C:4]([C:21]2[CH:26]=[CH:25][CH:24]=[CH:23][CH:22]=2)[N:3]=1.[CH2:27]([NH2:29])[CH3:28]. Product: [NH2:1][C:2]1[N:7]=[C:6]([NH:29][CH2:27][CH3:28])[C:5]([C:11]2[CH:12]=[CH:13][C:14](=[O:20])[N:15]([CH:17]([CH3:19])[CH3:18])[N:16]=2)=[C:4]([C:21]2[CH:26]=[CH:25][CH:24]=[CH:23][CH:22]=2)[N:3]=1. The catalyst class is: 7.